This data is from Full USPTO retrosynthesis dataset with 1.9M reactions from patents (1976-2016). The task is: Predict the reactants needed to synthesize the given product. Given the product [CH:10]([O:9][C:7]1[CH:6]=[CH:5][C:4]([C:19]2[CH:20]=[C:21]3[C:26]4=[C:27]([CH2:29][CH2:30][CH2:31][N:25]4[CH2:24][C@@H:23]4[CH2:32][NH:33][CH2:34][C@@H:22]34)[CH:28]=2)=[C:3]([C:2]([F:17])([F:16])[F:1])[CH:8]=1)([CH3:12])[CH3:11], predict the reactants needed to synthesize it. The reactants are: [F:1][C:2]([F:17])([F:16])[C:3]1[CH:8]=[C:7]([O:9][CH:10]([CH3:12])[CH3:11])[CH:6]=[CH:5][C:4]=1B(O)O.Br[C:19]1[CH:20]=[C:21]2[C:26]3=[C:27]([CH2:29][CH2:30][CH2:31][N:25]3[CH2:24][C@@H:23]3[CH2:32][N:33](C(OC(C)(C)C)=O)[CH2:34][C@@H:22]23)[CH:28]=1.